Dataset: Reaction yield outcomes from USPTO patents with 853,638 reactions. Task: Predict the reaction yield, written as a fraction of the theoretical maximum amount of product (1.0 means a 100% yield; for example, 0.34 means a 34% yield). (1) The reactants are Br[CH:2]([CH3:37])[C:3]([C:5]1[CH:6]=[C:7]([C:23]([NH:25][CH2:26][C:27]2[CH:32]=[CH:31][C:30]([S:33]([CH3:36])(=[O:35])=[O:34])=[CH:29][CH:28]=2)=[O:24])[C:8](=[O:22])[N:9]([C:12]2[CH:17]=[CH:16][CH:15]=[C:14]([C:18]([F:21])([F:20])[F:19])[CH:13]=2)[C:10]=1[CH3:11])=O.[NH2:38][C:39]([NH2:41])=[S:40].CC([O-])=O.[Na+]. The catalyst is CCO. The product is [CH3:36][S:33]([C:30]1[CH:29]=[CH:28][C:27]([CH2:26][NH:25][C:23]([C:7]2[C:8](=[O:22])[N:9]([C:12]3[CH:17]=[CH:16][CH:15]=[C:14]([C:18]([F:21])([F:19])[F:20])[CH:13]=3)[C:10]([CH3:11])=[C:5]([C:3]3[N:38]=[C:39]([NH2:41])[S:40][C:2]=3[CH3:37])[CH:6]=2)=[O:24])=[CH:32][CH:31]=1)(=[O:34])=[O:35]. The yield is 0.660. (2) The reactants are C([N:8]1[CH2:14][CH2:13][C:12](=[O:15])[N:11]2[CH2:16][C@H:17]([O:19]CC3C=CC=CC=3)[CH2:18][C@@H:10]2[CH2:9]1)C1C=CC=CC=1.[C:35](O[C:35]([O:37][C:38]([CH3:41])([CH3:40])[CH3:39])=[O:36])([O:37][C:38]([CH3:41])([CH3:40])[CH3:39])=[O:36]. The catalyst is C(O)C.[OH-].[OH-].[Pd+2]. The product is [OH:19][C@H:17]1[CH2:16][N:11]2[C:12](=[O:15])[CH2:13][CH2:14][N:8]([C:35]([O:37][C:38]([CH3:39])([CH3:40])[CH3:41])=[O:36])[CH2:9][C@H:10]2[CH2:18]1. The yield is 0.650. (3) The reactants are C[Si]([C:5]#[N:6])(C)C.[NH2:7][C:8]1[CH:13]=[CH:12][C:11]([CH3:14])=[CH:10][CH:9]=1.[C:15]1(=O)[CH2:19][CH2:18][CH2:17][CH2:16]1. The catalyst is ClCCl. The product is [CH3:14][C:11]1[CH:12]=[CH:13][C:8]([NH:7][C:15]2([C:5]#[N:6])[CH2:19][CH2:18][CH2:17][CH2:16]2)=[CH:9][CH:10]=1. The yield is 0.980. (4) The reactants are CC1(C)C(C)(C)OB([C:9]2[CH:14]=[CH:13][C:12]([C:15]3[NH:19][C:18]([C@@H:20]4[CH2:24][CH2:23][CH2:22][N:21]4[C:25]([O:27][C:28]([CH3:31])([CH3:30])[CH3:29])=[O:26])=[N:17][CH:16]=3)=[CH:11][CH:10]=2)O1.I[C:34]1[CH:39]=[CH:38][C:37]([C:40]2[NH:44][N:43]=[C:42]([C@@H:45]3[CH2:49][CH2:48][CH2:47][N:46]3[C:50]([O:52][C:53]([CH3:56])([CH3:55])[CH3:54])=[O:51])[CH:41]=2)=[CH:36][CH:35]=1.C([O-])(O)=O.[Na+]. The catalyst is COCCOC.O.C(OCC)(=O)C.O.C1C=CC([P]([Pd]([P](C2C=CC=CC=2)(C2C=CC=CC=2)C2C=CC=CC=2)([P](C2C=CC=CC=2)(C2C=CC=CC=2)C2C=CC=CC=2)[P](C2C=CC=CC=2)(C2C=CC=CC=2)C2C=CC=CC=2)(C2C=CC=CC=2)C2C=CC=CC=2)=CC=1. The product is [C:28]([O:27][C:25]([N:21]1[CH2:22][CH2:23][CH2:24][C@H:20]1[C:18]1[NH:19][C:15]([C:12]2[CH:13]=[CH:14][C:9]([C:34]3[CH:39]=[CH:38][C:37]([C:40]4[NH:44][N:43]=[C:42]([C@@H:45]5[CH2:49][CH2:48][CH2:47][N:46]5[C:50]([O:52][C:53]([CH3:56])([CH3:55])[CH3:54])=[O:51])[CH:41]=4)=[CH:36][CH:35]=3)=[CH:10][CH:11]=2)=[CH:16][N:17]=1)=[O:26])([CH3:31])([CH3:29])[CH3:30]. The yield is 0.430. (5) The reactants are [NH2:1][CH2:2][CH2:3][C:4]([NH:7]C(=O)OCC)([CH3:6])[CH3:5].[BrH:13]. The catalyst is C(O)(=O)C. The product is [BrH:13].[BrH:13].[CH3:5][C:4]([NH2:7])([CH3:6])[CH2:3][CH2:2][NH2:1]. The yield is 0.550. (6) The reactants are [CH3:1][C:2]1[O:3][C:4]2[CH:10]=[CH:9][C:8]([C:11]3[CH:12]=[N:13][C:14]([O:17][C@@H:18]4[CH:23]5[CH2:24][CH2:25][N:20]([CH2:21][CH2:22]5)[CH2:19]4)=[N:15][CH:16]=3)=[CH:7][C:5]=2[N:6]=1.[ClH:26]. The catalyst is CCOC(C)=O. The product is [ClH:26].[CH3:1][C:2]1[O:3][C:4]2[CH:10]=[CH:9][C:8]([C:11]3[CH:12]=[N:13][C:14]([O:17][C@@H:18]4[CH:23]5[CH2:22][CH2:21][N:20]([CH2:25][CH2:24]5)[CH2:19]4)=[N:15][CH:16]=3)=[CH:7][C:5]=2[N:6]=1. The yield is 0.920.